From a dataset of Full USPTO retrosynthesis dataset with 1.9M reactions from patents (1976-2016). Predict the reactants needed to synthesize the given product. (1) Given the product [C:1]([N:20]1[CH:24]=[CH:23][N:22]=[C:21]1[CH2:25][CH2:26][CH:27]=[O:28])([C:14]1[CH:15]=[CH:16][CH:17]=[CH:18][CH:19]=1)([C:8]1[CH:9]=[CH:10][CH:11]=[CH:12][CH:13]=1)[C:2]1[CH:7]=[CH:6][CH:5]=[CH:4][CH:3]=1, predict the reactants needed to synthesize it. The reactants are: [C:1]([N:20]1[CH:24]=[CH:23][N:22]=[C:21]1[CH2:25][CH2:26][CH2:27][OH:28])([C:14]1[CH:19]=[CH:18][CH:17]=[CH:16][CH:15]=1)([C:8]1[CH:13]=[CH:12][CH:11]=[CH:10][CH:9]=1)[C:2]1[CH:7]=[CH:6][CH:5]=[CH:4][CH:3]=1.CC(OI1(OC(C)=O)(OC(C)=O)OC(=O)C2C=CC=CC1=2)=O. (2) The reactants are: [OH:1][C:2]1[CH:10]=[CH:9][C:5]([CH:6]=[N:7]O)=[CH:4][CH:3]=1.[CH3:11][C:12]([O:15][C:16](O[C:16]([O:15][C:12]([CH3:14])([CH3:13])[CH3:11])=[O:17])=[O:17])([CH3:14])[CH3:13]. Given the product [OH:1][C:2]1[CH:10]=[CH:9][C:5]([CH2:6][NH:7][C:16](=[O:17])[O:15][C:12]([CH3:14])([CH3:13])[CH3:11])=[CH:4][CH:3]=1, predict the reactants needed to synthesize it. (3) Given the product [OH:23][CH2:4][C:5]1([NH2:6])[CH2:3][CH2:2][CH2:8][CH2:7]1.[I:1][C:2]1[CH:8]=[CH:7][C:5]([N:6]=[C:19]2[S:20][CH2:14][C:15]3([CH2:13][CH2:12][CH2:17][CH2:16]3)[NH:18]2)=[C:4]([CH3:9])[C:3]=1[CH3:10], predict the reactants needed to synthesize it. The reactants are: [I:1][C:2]1[CH:8]=[CH:7][C:5]([NH2:6])=[C:4]([CH3:9])[C:3]=1[CH3:10].I[C:12]1[CH:17]=[CH:16][C:15]([N:18]=[C:19]=[S:20])=[C:14](C)[C:13]=1C.[OH:23]CCN.O=S(Cl)Cl. (4) The reactants are: [ClH:1].C(OC(=O)[NH:8][C@H:9]([C:13]([N:15]1[CH2:20][CH2:19][CH:18]([O:21][C:22]2[CH:27]=[CH:26][C:25]([F:28])=[CH:24][C:23]=2[O:29][CH3:30])[CH2:17][CH2:16]1)=[O:14])[CH:10]([CH3:12])[CH3:11])(C)(C)C. Given the product [ClH:1].[F:28][C:25]1[CH:26]=[CH:27][C:22]([O:21][CH:18]2[CH2:17][CH2:16][N:15]([C:13](=[O:14])[C@@H:9]([NH2:8])[CH:10]([CH3:11])[CH3:12])[CH2:20][CH2:19]2)=[C:23]([O:29][CH3:30])[CH:24]=1, predict the reactants needed to synthesize it. (5) The reactants are: Br[C:2]1[CH:3]=[C:4]([CH:8]2[O:12][CH2:11][CH2:10][O:9]2)[CH:5]=[CH:6][CH:7]=1.Cl.Cl[CH:15]([CH3:18])[CH2:16][NH2:17].C1C=CC(P(C2C(C3C(P(C4C=CC=CC=4)C4C=CC=CC=4)=CC=C4C=3C=CC=C4)=C3C(C=CC=C3)=CC=2)C2C=CC=CC=2)=CC=1.CC(C)([O-])C.[Na+]. Given the product [O:9]1[CH2:10][CH2:11][O:12][CH:8]1[C:4]1[CH:3]=[C:2]([N:17]2[CH2:18][CH2:15][CH2:16]2)[CH:7]=[CH:6][CH:5]=1, predict the reactants needed to synthesize it. (6) Given the product [C:1]([C:5]1[N:10]=[C:9]([NH:51][CH2:50][C:46]2[S:45][CH:49]=[CH:48][CH:47]=2)[C:8]([C:12]([N:14]([CH2:32][CH:33]([CH3:35])[CH3:34])[C@H:15]2[CH2:20][NH:19][CH2:18][C@@H:17]([C:28]([O:30][CH3:31])=[O:29])[CH2:16]2)=[O:13])=[CH:7][N:6]=1)([CH3:4])([CH3:2])[CH3:3], predict the reactants needed to synthesize it. The reactants are: [C:1]([C:5]1[N:10]=[C:9](Cl)[C:8]([C:12]([N:14]([CH2:32][CH:33]([CH3:35])[CH3:34])[C@@H:15]2[CH2:20][N:19](C(OC(C)(C)C)=O)[CH2:18][C@H:17]([C:28]([O:30][CH3:31])=[O:29])[CH2:16]2)=[O:13])=[CH:7][N:6]=1)([CH3:4])([CH3:3])[CH3:2].C(N(C(C)C)CC)(C)C.[S:45]1[CH:49]=[CH:48][CH:47]=[C:46]1[CH2:50][NH2:51].C(=O)([O-])O.[Na+]. (7) The reactants are: [F:1][C:2]([F:13])([F:12])[C:3]([CH3:11])([C:7]([F:10])([F:9])[F:8])[C:4](Cl)=[O:5].[CH:14]1([CH2:17][CH2:18][NH:19][C:20]([C:22]2[N:23]=[N:24][C:25]([N:28]3[CH2:33][CH2:32][NH:31][CH2:30][CH2:29]3)=[CH:26][CH:27]=2)=[O:21])[CH2:16][CH2:15]1. Given the product [CH:14]1([CH2:17][CH2:18][NH:19][C:20]([C:22]2[N:23]=[N:24][C:25]([N:28]3[CH2:33][CH2:32][N:31]([C:4](=[O:5])[C:3]([CH3:11])([C:7]([F:10])([F:9])[F:8])[C:2]([F:13])([F:12])[F:1])[CH2:30][CH2:29]3)=[CH:26][CH:27]=2)=[O:21])[CH2:16][CH2:15]1, predict the reactants needed to synthesize it.